From a dataset of NCI-60 drug combinations with 297,098 pairs across 59 cell lines. Regression. Given two drug SMILES strings and cell line genomic features, predict the synergy score measuring deviation from expected non-interaction effect. (1) Drug 1: CN(C(=O)NC(C=O)C(C(C(CO)O)O)O)N=O. Drug 2: CC12CCC3C(C1CCC2OP(=O)(O)O)CCC4=C3C=CC(=C4)OC(=O)N(CCCl)CCCl.[Na+]. Cell line: SK-OV-3. Synergy scores: CSS=4.61, Synergy_ZIP=-0.463, Synergy_Bliss=2.09, Synergy_Loewe=-0.297, Synergy_HSA=0.862. (2) Drug 1: C1=C(C(=O)NC(=O)N1)N(CCCl)CCCl. Drug 2: CC(C1=C(C=CC(=C1Cl)F)Cl)OC2=C(N=CC(=C2)C3=CN(N=C3)C4CCNCC4)N. Cell line: HCC-2998. Synergy scores: CSS=-2.07, Synergy_ZIP=-4.15, Synergy_Bliss=-4.04, Synergy_Loewe=-4.81, Synergy_HSA=-4.34. (3) Drug 1: CCCCC(=O)OCC(=O)C1(CC(C2=C(C1)C(=C3C(=C2O)C(=O)C4=C(C3=O)C=CC=C4OC)O)OC5CC(C(C(O5)C)O)NC(=O)C(F)(F)F)O. Drug 2: C1=NC2=C(N1)C(=S)N=CN2. Cell line: OVCAR-8. Synergy scores: CSS=73.0, Synergy_ZIP=-5.50, Synergy_Bliss=-3.19, Synergy_Loewe=-0.782, Synergy_HSA=1.65. (4) Drug 1: C1C(C(OC1N2C=NC3=C(N=C(N=C32)Cl)N)CO)O. Drug 2: CC(C)(C#N)C1=CC(=CC(=C1)CN2C=NC=N2)C(C)(C)C#N. Cell line: DU-145. Synergy scores: CSS=8.93, Synergy_ZIP=-2.62, Synergy_Bliss=1.44, Synergy_Loewe=-1.25, Synergy_HSA=-1.52. (5) Drug 1: C1=NC2=C(N=C(N=C2N1C3C(C(C(O3)CO)O)O)F)N. Drug 2: C#CCC(CC1=CN=C2C(=N1)C(=NC(=N2)N)N)C3=CC=C(C=C3)C(=O)NC(CCC(=O)O)C(=O)O. Cell line: HCT-15. Synergy scores: CSS=60.6, Synergy_ZIP=-0.391, Synergy_Bliss=-7.65, Synergy_Loewe=-20.6, Synergy_HSA=-10.4. (6) Drug 2: CCCS(=O)(=O)NC1=C(C(=C(C=C1)F)C(=O)C2=CNC3=C2C=C(C=N3)C4=CC=C(C=C4)Cl)F. Cell line: KM12. Synergy scores: CSS=8.91, Synergy_ZIP=-1.10, Synergy_Bliss=0.0424, Synergy_Loewe=-3.65, Synergy_HSA=-3.10. Drug 1: C1=CC(=CC=C1CC(C(=O)O)N)N(CCCl)CCCl.Cl. (7) Drug 2: CS(=O)(=O)CCNCC1=CC=C(O1)C2=CC3=C(C=C2)N=CN=C3NC4=CC(=C(C=C4)OCC5=CC(=CC=C5)F)Cl. Cell line: SF-268. Synergy scores: CSS=34.4, Synergy_ZIP=6.92, Synergy_Bliss=7.56, Synergy_Loewe=-24.5, Synergy_HSA=5.51. Drug 1: CCC1=CC2CC(C3=C(CN(C2)C1)C4=CC=CC=C4N3)(C5=C(C=C6C(=C5)C78CCN9C7C(C=CC9)(C(C(C8N6C)(C(=O)OC)O)OC(=O)C)CC)OC)C(=O)OC.C(C(C(=O)O)O)(C(=O)O)O. (8) Drug 1: C1CCN(CC1)CCOC2=CC=C(C=C2)C(=O)C3=C(SC4=C3C=CC(=C4)O)C5=CC=C(C=C5)O. Drug 2: CC12CCC3C(C1CCC2O)C(CC4=C3C=CC(=C4)O)CCCCCCCCCS(=O)CCCC(C(F)(F)F)(F)F. Cell line: MDA-MB-435. Synergy scores: CSS=-3.69, Synergy_ZIP=2.46, Synergy_Bliss=0.755, Synergy_Loewe=-1.24, Synergy_HSA=-3.50. (9) Drug 1: COC1=NC(=NC2=C1N=CN2C3C(C(C(O3)CO)O)O)N. Drug 2: C1=NC2=C(N=C(N=C2N1C3C(C(C(O3)CO)O)F)Cl)N. Cell line: CAKI-1. Synergy scores: CSS=21.4, Synergy_ZIP=1.92, Synergy_Bliss=4.97, Synergy_Loewe=-38.6, Synergy_HSA=-6.76.